Dataset: Full USPTO retrosynthesis dataset with 1.9M reactions from patents (1976-2016). Task: Predict the reactants needed to synthesize the given product. (1) Given the product [OH:75][B:70]1[C:69]2[CH:76]=[C:65]([CH2:64][NH:63][C:24]([C:21]3[C:20]4[N:16]([CH:17]=[CH:18][CH:19]=4)[C:15]([C:12]4[CH2:11][C:10]([C:4]5[CH:3]=[C:2]([Cl:1])[C:7]([Cl:8])=[C:6]([Cl:9])[CH:5]=5)([C:27]([F:30])([F:29])[F:28])[O:14][N:13]=4)=[CH:23][CH:22]=3)=[O:26])[CH:66]=[CH:67][C:68]=2[C:72]([CH3:74])([CH3:73])[O:71]1, predict the reactants needed to synthesize it. The reactants are: [Cl:1][C:2]1[CH:3]=[C:4]([C:10]2([C:27]([F:30])([F:29])[F:28])[O:14][N:13]=[C:12]([C:15]3[N:16]4[C:20]([C:21]([C:24]([OH:26])=O)=[CH:22][CH:23]=3)=[CH:19][CH:18]=[CH:17]4)[CH2:11]2)[CH:5]=[C:6]([Cl:9])[C:7]=1[Cl:8].CN(C(ON1N=NC2C=CC=NC1=2)=[N+](C)C)C.F[P-](F)(F)(F)(F)F.CCN(CC)CC.Cl.[NH2:63][CH2:64][C:65]1[CH:66]=[CH:67][C:68]2[C:72]([CH3:74])([CH3:73])[O:71][B:70]([OH:75])[C:69]=2[CH:76]=1. (2) Given the product [CH3:12][O:13][CH2:14][O:1][C:2]1[CH:6]=[C:5]([C:7]([O:9][CH3:10])=[O:8])[NH:4][N:3]=1, predict the reactants needed to synthesize it. The reactants are: [OH:1][C:2]1[CH:6]=[C:5]([C:7]([O:9][CH3:10])=[O:8])[NH:4][N:3]=1.Cl[CH2:12][O:13][CH3:14].C(=O)([O-])[O-].[K+].[K+].CN(C)C=O. (3) The reactants are: [C:1](Cl)(=[O:3])[CH3:2].[C:5]1([C:22]2[CH:27]=[CH:26][CH:25]=[CH:24][CH:23]=2)[CH:10]=[CH:9][C:8]([O:11][CH2:12][CH2:13][CH2:14][CH2:15][CH2:16][CH2:17][CH:18]([OH:21])[C:19]#[N:20])=[CH:7][CH:6]=1. Given the product [C:5]1([C:22]2[CH:23]=[CH:24][CH:25]=[CH:26][CH:27]=2)[CH:10]=[CH:9][C:8]([O:11][CH2:12][CH2:13][CH2:14][CH2:15][CH2:16][CH2:17][CH:18]([C:19]2[O:3][CH2:1][CH2:2][N:20]=2)[OH:21])=[CH:7][CH:6]=1, predict the reactants needed to synthesize it. (4) Given the product [NH2:34][C:32]1[CH:33]=[C:28]([O:27][CH2:20][C:21]2[CH:26]=[CH:25][CH:24]=[CH:23][CH:22]=2)[CH:29]=[CH:30][C:31]=1[C:2]1[NH:6][C:5]2[CH:7]=[C:8]([C:10]([O:12][CH3:13])=[O:11])[S:9][C:4]=2[C:3]=1[CH:14]1[CH2:19][CH2:18][CH2:17][CH2:16][CH2:15]1, predict the reactants needed to synthesize it. The reactants are: Br[C:2]1[NH:6][C:5]2[CH:7]=[C:8]([C:10]([O:12][CH3:13])=[O:11])[S:9][C:4]=2[C:3]=1[CH:14]1[CH2:19][CH2:18][CH2:17][CH2:16][CH2:15]1.[CH2:20]([O:27][C:28]1[CH:29]=[CH:30][C:31](B2OC(C)(C)C(C)(C)O2)=[C:32]([NH2:34])[CH:33]=1)[C:21]1[CH:26]=[CH:25][CH:24]=[CH:23][CH:22]=1.O.C(=O)([O-])O.[Na+]. (5) Given the product [CH2:1]([N:8]([C@H:9]1[CH2:10][CH2:11][C@H:12]([C:15]([OH:24])([C:16]([F:17])([F:19])[F:18])[C:20]([F:21])([F:22])[F:23])[CH2:13][CH2:14]1)[C:40](=[O:41])[C:39]([F:50])([F:49])[F:38])[C:2]1[CH:7]=[CH:6][CH:5]=[CH:4][CH:3]=1, predict the reactants needed to synthesize it. The reactants are: [CH2:1]([NH:8][C@H:9]1[CH2:14][CH2:13][C@H:12]([C:15]([O:24][Si](CC)(CC)CC)([C:20]([F:23])([F:22])[F:21])[C:16]([F:19])([F:18])[F:17])[CH2:11][CH2:10]1)[C:2]1[CH:7]=[CH:6][CH:5]=[CH:4][CH:3]=1.N1C=CC=CC=1.[F:38][C:39]([F:50])([F:49])[C:40](O[C:40](=[O:41])[C:39]([F:50])([F:49])[F:38])=[O:41].CCCC[N+](CCCC)(CCCC)CCCC.[F-].